From a dataset of Forward reaction prediction with 1.9M reactions from USPTO patents (1976-2016). Predict the product of the given reaction. (1) Given the reactants C(Cl)(=O)C(Cl)=O.CS(C)=O.[C:11]([CH2:13][C:14]1[CH:29]=[CH:28][C:17]([C:18]([NH:20][CH:21]2[CH2:26][CH2:25][CH2:24][CH2:23][C@H:22]2[OH:27])=[O:19])=[CH:16][C:15]=1[O:30][CH3:31])#[N:12], predict the reaction product. The product is: [C:11]([CH2:13][C:14]1[CH:29]=[CH:28][C:17]([C:18]([NH:20][CH:21]2[CH2:26][CH2:25][CH2:24][CH2:23][C:22]2=[O:27])=[O:19])=[CH:16][C:15]=1[O:30][CH3:31])#[N:12]. (2) Given the reactants [CH:1]1([CH2:4][O:5][C:6]2[N:11]=[C:10]([C:12]([OH:14])=O)[CH:9]=[CH:8][C:7]=2[N:15]2[CH2:19][CH2:18][CH2:17][C:16]2=[O:20])[CH2:3][CH2:2]1.[CH3:21][C:22]([CH3:29])([C:24]1[O:25][CH:26]=[CH:27][N:28]=1)[NH2:23], predict the reaction product. The product is: [CH3:21][C:22]([NH:23][C:12]([C:10]1[CH:9]=[CH:8][C:7]([N:15]2[CH2:19][CH2:18][CH2:17][C:16]2=[O:20])=[C:6]([O:5][CH2:4][CH:1]2[CH2:2][CH2:3]2)[N:11]=1)=[O:14])([C:24]1[O:25][CH:26]=[CH:27][N:28]=1)[CH3:29]. (3) Given the reactants [Cl:1][C:2]1[CH:7]=[CH:6][C:5]([Cl:8])=[CH:4][C:3]=1I.C1(P(C2C=CC=CC=2)C2C=CC=CC=2)C=CC=CC=1.[CH2:29]([OH:32])[C:30]#[CH:31].C(N(C(C)C)CC)(C)C, predict the reaction product. The product is: [Cl:1][C:2]1[CH:7]=[CH:6][C:5]([Cl:8])=[CH:4][C:3]=1[C:31]#[C:30][CH2:29][OH:32]. (4) Given the reactants [Br:1][C:2]1[CH:7]=[CH:6][C:5]([F:8])=[CH:4][C:3]=1[OH:9].C(=O)([O-])[O-].[K+].[K+].I[CH2:17][CH2:18][CH3:19].O, predict the reaction product. The product is: [Br:1][C:2]1[CH:7]=[CH:6][C:5]([F:8])=[CH:4][C:3]=1[O:9][CH2:17][CH2:18][CH3:19].